Dataset: Peptide-MHC class I binding affinity with 185,985 pairs from IEDB/IMGT. Task: Regression. Given a peptide amino acid sequence and an MHC pseudo amino acid sequence, predict their binding affinity value. This is MHC class I binding data. (1) The peptide sequence is RLVVVGWFL. The MHC is HLA-A02:01 with pseudo-sequence HLA-A02:01. The binding affinity (normalized) is 0.375. (2) The peptide sequence is RGYVFQGL. The MHC is HLA-B07:02 with pseudo-sequence HLA-B07:02. The binding affinity (normalized) is 0.123.